This data is from Full USPTO retrosynthesis dataset with 1.9M reactions from patents (1976-2016). The task is: Predict the reactants needed to synthesize the given product. (1) Given the product [OH:24][CH:6]1[C:5](=[O:7])[N:4]([C@@H:8]([C:10]2[CH:15]=[CH:14][CH:13]=[CH:12][CH:11]=2)[CH3:9])[CH2:3][C@@:2]1([CH3:1])[C:16]([O:18][C:19]([CH3:21])([CH3:20])[CH3:22])=[O:17], predict the reactants needed to synthesize it. The reactants are: [CH3:1][C@:2]1([C:16]([O:18][C:19]([CH3:22])([CH3:21])[CH3:20])=[O:17])[CH2:6][C:5](=[O:7])[N:4]([C@@H:8]([C:10]2[CH:15]=[CH:14][CH:13]=[CH:12][CH:11]=2)[CH3:9])[CH2:3]1.P(OCC)(OCC)[O:24]CC.C[Si]([N-][Si](C)(C)C)(C)C.[Li+]. (2) Given the product [CH2:23]([O:20][C:18]1[CH:17]=[CH:16][C:15]2[C@@H:5]3[C@H:6]([C@H:7]4[C@@:2]([CH2:3][CH2:4]3)([CH3:1])[C@@H:10]([O:11][CH2:1][C:2]3[CH:7]=[CH:6][CH:5]=[CH:4][CH:3]=3)[CH2:9][CH2:8]4)[CH2:12][CH2:13][C:14]=2[CH:19]=1)[C:24]1[CH:29]=[CH:28][CH:27]=[CH:26][CH:25]=1, predict the reactants needed to synthesize it. The reactants are: [CH3:1][C@@:2]12[C@@H:10]([OH:11])[CH2:9][CH2:8][C@H:7]1[C@@H:6]1[CH2:12][CH2:13][C:14]3[CH:19]=[C:18]([OH:20])[CH:17]=[CH:16][C:15]=3[C@H:5]1[CH2:4][CH2:3]2.[H-].[Na+].[CH2:23](Br)[C:24]1[CH:29]=[CH:28][CH:27]=[CH:26][CH:25]=1. (3) Given the product [Cl:1][C:2]1[CH:7]=[CH:6][C:5]([C:8]2[N:12]([C:13]3[CH:18]=[CH:17][CH:16]=[CH:15][C:14]=3[NH2:19])[N:11]=[C:10]([CH:22]3[CH2:27][C:26]([CH3:29])([CH3:28])[O:25][C:24]([CH3:31])([CH3:30])[CH2:23]3)[CH:9]=2)=[CH:4][CH:3]=1, predict the reactants needed to synthesize it. The reactants are: [Cl:1][C:2]1[CH:7]=[CH:6][C:5]([C:8]2[N:12]([C:13]3[CH:18]=[CH:17][CH:16]=[CH:15][C:14]=3[N+:19]([O-])=O)[N:11]=[C:10]([CH:22]3[CH2:27][C:26]([CH3:29])([CH3:28])[O:25][C:24]([CH3:31])([CH3:30])[CH2:23]3)[CH:9]=2)=[CH:4][CH:3]=1. (4) Given the product [CH3:64][S:65]([O:68][CH2:52][C:3]([CH3:54])([O:2][C:1]([O:55][CH2:56][C:57]#[CH:58])=[O:59])[C:4](=[O:51])[C@H:5]([CH2:47][CH:48]([CH3:50])[CH3:49])[NH:6][C:7](=[O:46])[C@H:8]([CH2:39][C:40]1[CH:45]=[CH:44][CH:43]=[CH:42][CH:41]=1)[NH:9][C:10](=[O:38])[C@H:11]([CH2:34][CH:35]([CH3:37])[CH3:36])[NH:12][C:13](=[O:33])[C@H:14]([CH2:25][CH2:26][C:27]1[CH:32]=[CH:31][CH:30]=[CH:29][CH:28]=1)[NH:15][C:16](=[O:24])[CH2:17][N:18]1[CH2:23][CH2:22][O:21][CH2:20][CH2:19]1)(=[O:67])=[O:66], predict the reactants needed to synthesize it. The reactants are: [C:1](=[O:59])([O:55][CH2:56][C:57]#[CH:58])[O:2][C@:3]([CH3:54])([CH2:52]I)[C:4](=[O:51])[C@H:5]([CH2:47][CH:48]([CH3:50])[CH3:49])[NH:6][C:7](=[O:46])[C@H:8]([CH2:39][C:40]1[CH:45]=[CH:44][CH:43]=[CH:42][CH:41]=1)[NH:9][C:10](=[O:38])[C@H:11]([CH2:34][CH:35]([CH3:37])[CH3:36])[NH:12][C:13](=[O:33])[C@H:14]([CH2:25][CH2:26][C:27]1[CH:32]=[CH:31][CH:30]=[CH:29][CH:28]=1)[NH:15][C:16](=[O:24])[CH2:17][N:18]1[CH2:23][CH2:22][O:21][CH2:20][CH2:19]1.C(O)C#C.[CH3:64][S:65]([O:68]C[C@](O)(C)C(=O)[C@H](CC(C)C)NC(=O)[C@H](CC1C=CC=CC=1)NC(=O)[C@H](CC(C)C)NC(=O)[C@H](CCC1C=CC=CC=1)NC(=O)CN1CCOCC1)(=[O:67])=[O:66]. (5) Given the product [C:6]1(=[O:8])[C:5]2[CH:9]=[CH:10][CH:11]=[CH:12][C:4]=2[C:1](=[O:3])[CH2:2][O:7]1, predict the reactants needed to synthesize it. The reactants are: [C:1]([C:4]1[CH:12]=[CH:11][CH:10]=[CH:9][C:5]=1[C:6]([OH:8])=[O:7])(=[O:3])[CH3:2].ClC1C=CC=CC=1.Br.O. (6) The reactants are: [CH3:1][C:2]1[CH:3]=[C:4]([CH2:11][C@@H:12]([NH:43][C:44]([N:46]2[CH2:51][CH2:50][CH:49]([C:52]3[C:53](=[O:62])[NH:54][C:55]4[C:60]([CH:61]=3)=[CH:59][CH:58]=[CH:57][CH:56]=4)[CH2:48][CH2:47]2)=[O:45])[C:13]([NH:15][C@H:16]([C:29](=[O:42])[N:30]2[CH2:35][CH2:34][N:33]([C:36]3[CH:41]=[CH:40][N:39]=[CH:38][CH:37]=3)[CH2:32][CH2:31]2)[CH2:17][CH2:18][CH2:19][CH2:20][NH:21]C(=O)OC(C)(C)C)=[O:14])[CH:5]=[C:6]2[C:10]=1[NH:9][N:8]=[CH:7]2.FC(F)(F)C(O)=O. Given the product [NH2:21][CH2:20][CH2:19][CH2:18][CH2:17][C@H:16]([NH:15][C:13](=[O:14])[C@H:12]([NH:43][C:44]([N:46]1[CH2:51][CH2:50][CH:49]([C:52]2[C:53](=[O:62])[NH:54][C:55]3[C:60]([CH:61]=2)=[CH:59][CH:58]=[CH:57][CH:56]=3)[CH2:48][CH2:47]1)=[O:45])[CH2:11][C:4]1[CH:5]=[C:6]2[C:10](=[C:2]([CH3:1])[CH:3]=1)[NH:9][N:8]=[CH:7]2)[C:29](=[O:42])[N:30]1[CH2:31][CH2:32][N:33]([C:36]2[CH:37]=[CH:38][N:39]=[CH:40][CH:41]=2)[CH2:34][CH2:35]1, predict the reactants needed to synthesize it. (7) Given the product [Cl:29][C:13]1[C:14]([NH:16][C:17]2[CH:21]=[C:20]([CH3:22])[NH:19][N:18]=2)=[N:15][C:10]([NH:9][C:5]2[C:4]([CH3:30])=[CH:3][C:2]([C:36](=[O:38])[CH3:37])=[C:7]([CH3:8])[CH:6]=2)=[N:11][CH:12]=1, predict the reactants needed to synthesize it. The reactants are: Br[C:2]1[C:7]([CH3:8])=[CH:6][C:5]([NH:9][C:10]2[N:15]=[C:14]([NH:16][C:17]3[CH:21]=[C:20]([CH3:22])[N:19](C4CCCCO4)[N:18]=3)[C:13]([Cl:29])=[CH:12][N:11]=2)=[C:4]([CH3:30])[CH:3]=1.C([Sn](CCCC)(CCCC)[C:36]([O:38]CC)=[CH2:37])CCC. (8) Given the product [OH:8][N:9]([CH2:12][CH2:13][CH2:14][CH2:15][CH2:16][CH2:17][N:18]1[C:24](=[O:25])[C:23]2[CH:26]=[CH:27][CH:28]=[CH:29][C:22]=2[O:21][C:20]2[CH:30]=[CH:31][CH:32]=[CH:33][C:19]1=2)[CH:10]=[O:11], predict the reactants needed to synthesize it. The reactants are: C([O:8][N:9]([CH2:12][CH2:13][CH2:14][CH2:15][CH2:16][CH2:17][N:18]1[C:24](=[O:25])[C:23]2[CH2:26][CH2:27][CH:28]=[CH:29][C:22]=2[O:21][C:20]2[CH:30]=[CH:31][CH:32]=[CH:33][C:19]1=2)[CH:10]=[O:11])C1C=CC=CC=1.[H][H]. (9) The reactants are: Br[C:2]1[C:11]2[C:6](=[CH:7][CH:8]=[CH:9][CH:10]=2)[N:5]=[C:4]([CH2:12][O:13][CH2:14][C:15]2([C:28]3[CH:33]=[CH:32][CH:31]=[CH:30][CH:29]=3)[CH2:20][CH2:19][N:18](C(OC(C)(C)C)=O)[CH2:17][CH2:16]2)[CH:3]=1.FC(F)(F)C(O)=O.C(Cl)Cl.[CH3:44][N:45](C=O)C. Given the product [C:28]1([C:15]2([CH2:14][O:13][CH2:12][C:4]3[CH:3]=[C:2]([C:44]#[N:45])[C:11]4[C:6](=[CH:7][CH:8]=[CH:9][CH:10]=4)[N:5]=3)[CH2:20][CH2:19][NH:18][CH2:17][CH2:16]2)[CH:33]=[CH:32][CH:31]=[CH:30][CH:29]=1, predict the reactants needed to synthesize it. (10) Given the product [N:36]([CH2:20][C:11]1[CH:10]=[C:9]([O:8][CH2:1][C:2]2[CH:7]=[CH:6][CH:5]=[CH:4][CH:3]=2)[C:14]2[O:15][C:16]([CH3:19])([CH3:18])[O:17][C:13]=2[CH:12]=1)=[N+:37]=[N-:38], predict the reactants needed to synthesize it. The reactants are: [CH2:1]([O:8][C:9]1[C:14]2[O:15][C:16]([CH3:19])([CH3:18])[O:17][C:13]=2[CH:12]=[C:11]([CH2:20]O)[CH:10]=1)[C:2]1[CH:7]=[CH:6][CH:5]=[CH:4][CH:3]=1.C1(P([N:36]=[N+:37]=[N-:38])(C2C=CC=CC=2)=O)C=CC=CC=1.N12CCCN=C1CCCCC2.